Dataset: Forward reaction prediction with 1.9M reactions from USPTO patents (1976-2016). Task: Predict the product of the given reaction. (1) Given the reactants [Cl:1][C:2]1[CH:3]=[C:4]([CH:12]([CH2:16][C@H:17]2[CH2:21][CH2:20][C:19]([F:23])([F:22])[CH2:18]2)[C:13](O)=[O:14])[CH:5]=[CH:6][C:7]=1[S:8]([CH3:11])(=[O:10])=[O:9].C(Cl)(=O)C([Cl:27])=O, predict the reaction product. The product is: [Cl:1][C:2]1[CH:3]=[C:4]([CH:12]([CH2:16][C@H:17]2[CH2:21][CH2:20][C:19]([F:23])([F:22])[CH2:18]2)[C:13]([Cl:27])=[O:14])[CH:5]=[CH:6][C:7]=1[S:8]([CH3:11])(=[O:10])=[O:9]. (2) The product is: [C:21]([O:25][C:26](=[O:38])[NH:27][C@H:28]1[C:36]2[C:31](=[CH:32][CH:33]=[C:34]([O:37][C:2]3[N:3]=[C:4]4[C:10]([CH:11]=[O:12])=[CH:9][N:8]([CH2:13][O:14][CH2:15][CH2:16][Si:17]([CH3:20])([CH3:19])[CH3:18])[C:5]4=[N:6][CH:7]=3)[CH:35]=2)[CH2:30][CH2:29]1)([CH3:24])([CH3:22])[CH3:23]. Given the reactants Br[C:2]1[N:3]=[C:4]2[C:10]([CH:11]=[O:12])=[CH:9][N:8]([CH2:13][O:14][CH2:15][CH2:16][Si:17]([CH3:20])([CH3:19])[CH3:18])[C:5]2=[N:6][CH:7]=1.[C:21]([O:25][C:26](=[O:38])[NH:27][C@H:28]1[C:36]2[C:31](=[CH:32][CH:33]=[C:34]([OH:37])[CH:35]=2)[CH2:30][CH2:29]1)([CH3:24])([CH3:23])[CH3:22].C(P(C(C)(C)C)C1C=CC=CC=1C1C=CC=CC=1N(C)C)(C)(C)C.[O-]P([O-])([O-])=O.[K+].[K+].[K+], predict the reaction product.